This data is from Full USPTO retrosynthesis dataset with 1.9M reactions from patents (1976-2016). The task is: Predict the reactants needed to synthesize the given product. Given the product [OH:32][CH:19]([C:20]1[CH:21]=[C:22]([O:30][CH3:31])[C:23]([O:28][CH3:29])=[C:24]([O:26][CH3:27])[CH:25]=1)[CH2:18][S:17][C:15]1[N:14]([CH2:33][CH2:34][CH2:35][N:36]([CH3:45])[CH2:37][CH2:38][C:39]2[CH:44]=[CH:43][CH:42]=[CH:41][N:40]=2)[C:13]2[CH:46]=[CH:47][C:10]([C:8]([N:7]([CH2:48][CH:49]([CH3:51])[CH3:50])[CH2:3][CH:4]([CH3:5])[CH3:6])=[O:9])=[CH:11][C:12]=2[N:16]=1, predict the reactants needed to synthesize it. The reactants are: [BH4-].[Na+].[CH2:3]([N:7]([CH2:48][CH:49]([CH3:51])[CH3:50])[C:8]([C:10]1[CH:47]=[CH:46][C:13]2[N:14]([CH2:33][CH2:34][CH2:35][N:36]([CH3:45])[CH2:37][CH2:38][C:39]3[CH:44]=[CH:43][CH:42]=[CH:41][N:40]=3)[C:15]([S:17][CH2:18][C:19](=[O:32])[C:20]3[CH:25]=[C:24]([O:26][CH3:27])[C:23]([O:28][CH3:29])=[C:22]([O:30][CH3:31])[CH:21]=3)=[N:16][C:12]=2[CH:11]=1)=[O:9])[CH:4]([CH3:6])[CH3:5].